Dataset: Full USPTO retrosynthesis dataset with 1.9M reactions from patents (1976-2016). Task: Predict the reactants needed to synthesize the given product. (1) The reactants are: Cl.[CH3:2][N:3]([CH3:24])[CH:4]1[CH2:9][CH2:8][N:7]([C:10]([C:12]2[CH:13]=[C:14]3[C:18](=[CH:19][CH:20]=2)[NH:17][C:16]([C:21]([OH:23])=O)=[CH:15]3)=[O:11])[CH2:6][CH2:5]1.[F:25][B-](F)(F)F.N1(OC(N(C)C)=[N+](C)C)C2C=CC=CC=2N=N1.[F:47][C:48]1C=CC(N)=CC=1.C([N:58]([CH2:62][CH3:63])[CH:59]([CH3:61])C)(C)C. Given the product [F:25][C:48]1([F:47])[CH2:61][CH2:59][N:58]([C:21]([C:16]2[NH:17][C:18]3[C:14]([CH:15]=2)=[CH:13][C:12]([C:10]([N:7]2[CH2:8][CH2:9][CH:4]([N:3]([CH3:2])[CH3:24])[CH2:5][CH2:6]2)=[O:11])=[CH:20][CH:19]=3)=[O:23])[CH2:62][CH2:63]1, predict the reactants needed to synthesize it. (2) Given the product [Cl:24][C:25]1[CH:31]=[C:30]([O:32][C:33]2[C:34]3[N:41]([CH3:42])[CH:40]=[CH:39][C:35]=3[N:36]=[CH:37][N:38]=2)[CH:29]=[CH:28][C:26]=1[NH:27][C:15]([NH:1][C:2]1[CH:7]=[CH:6][N:5]=[CH:4][CH:3]=1)=[O:16], predict the reactants needed to synthesize it. The reactants are: [NH2:1][C:2]1[CH:7]=[CH:6][N:5]=[CH:4][CH:3]=1.N1C=CC=CC=1.Cl[C:15](OC1C=CC=CC=1)=[O:16].[Cl:24][C:25]1[CH:31]=[C:30]([O:32][C:33]2[C:34]3[N:41]([CH3:42])[CH:40]=[CH:39][C:35]=3[N:36]=[CH:37][N:38]=2)[CH:29]=[CH:28][C:26]=1[NH2:27]. (3) The reactants are: [F:1][C:2]1[CH:7]=[CH:6][C:5](/[CH:8]=[CH:9]/[C:10]2[CH:15]=[CH:14][C:13]([S:16]([O-:18])=[O:17])=[CH:12][CH:11]=2)=[CH:4][CH:3]=1.[Na+].Br[C:21]1[N:29]=[CH:28][CH:27]=[CH:26][C:22]=1[C:23]([OH:25])=[O:24]. Given the product [F:1][C:2]1[CH:3]=[CH:4][C:5](/[CH:8]=[CH:9]/[C:10]2[CH:15]=[CH:14][C:13]([S:16]([C:21]3[N:29]=[CH:28][CH:27]=[CH:26][C:22]=3[C:23]([OH:25])=[O:24])(=[O:18])=[O:17])=[CH:12][CH:11]=2)=[CH:6][CH:7]=1, predict the reactants needed to synthesize it. (4) The reactants are: [Br:1][C:2]1[C:6]2=[N:7][C:8]([Cl:11])=[CH:9][CH:10]=[C:5]2[S:4][CH:3]=1.[Li]CCCC.CCCCCC.[CH2:23]([CH:25]([C:28]1[C:29]2[N:30]([C:35](I)=[C:36]([CH3:38])[N:37]=2)[N:31]=[C:32]([CH3:34])[CH:33]=1)[CH2:26][CH3:27])[CH3:24]. Given the product [Br:1][C:2]1[C:6]2=[N:7][C:8]([Cl:11])=[CH:9][CH:10]=[C:5]2[S:4][C:3]=1[C:35]1[N:30]2[N:31]=[C:32]([CH3:34])[CH:33]=[C:28]([CH:25]([CH2:23][CH3:24])[CH2:26][CH3:27])[C:29]2=[N:37][C:36]=1[CH3:38].[Cl:11][C:8]1[N:7]=[C:6]2[C:2]([C:35]3[N:30]4[N:31]=[C:32]([CH3:34])[CH:33]=[C:28]([CH:25]([CH2:23][CH3:24])[CH2:26][CH3:27])[C:29]4=[N:37][C:36]=3[CH3:38])=[CH:3][S:4][C:5]2=[CH:10][CH:9]=1, predict the reactants needed to synthesize it. (5) Given the product [C:16]([C:14]1[CH:13]=[C:12]([NH:20][S:21]([CH3:24])(=[O:22])=[O:23])[C:11]([O:25][CH3:26])=[C:10]([NH:9][C:7](=[O:8])[C:6]2[CH:5]=[C:4]([N:1]3[CH:33]=[C:32]([C:34]4[CH:35]=[N:36][CH:37]=[CH:38][CH:39]=4)[N:3]=[N:2]3)[C:29]([CH3:30])=[C:28]([F:31])[CH:27]=2)[CH:15]=1)([CH3:19])([CH3:18])[CH3:17], predict the reactants needed to synthesize it. The reactants are: [N:1]([C:4]1[CH:5]=[C:6]([CH:27]=[C:28]([F:31])[C:29]=1[CH3:30])[C:7]([NH:9][C:10]1[CH:15]=[C:14]([C:16]([CH3:19])([CH3:18])[CH3:17])[CH:13]=[C:12]([NH:20][S:21]([CH3:24])(=[O:23])=[O:22])[C:11]=1[O:25][CH3:26])=[O:8])=[N+:2]=[N-:3].[C:32]([C:34]1[CH:35]=[N:36][CH:37]=[CH:38][CH:39]=1)#[CH:33]. (6) Given the product [CH3:37][O:36][C:34]1[CH:35]=[C:27]([NH:26][C:22]2[CH:21]=[C:20]([O:19][C:12]3[C:13]4[C:18](=[CH:17][CH:16]=[CH:15][CH:14]=4)[C:9]([NH:8][C:6](=[O:7])[O:5][C:1]([CH3:3])([CH3:2])[CH3:4])=[CH:10][CH:11]=3)[CH:25]=[CH:24][N:23]=2)[CH:28]=[C:29]([C:30](=[O:31])[NH:47][CH2:46][CH2:45][N:42]2[CH2:43][CH2:44][N:39]([CH3:38])[CH2:40][CH2:41]2)[CH:33]=1, predict the reactants needed to synthesize it. The reactants are: [C:1]([O:5][C:6]([NH:8][C:9]1[C:18]2[C:13](=[CH:14][CH:15]=[CH:16][CH:17]=2)[C:12]([O:19][C:20]2[CH:25]=[CH:24][N:23]=[C:22]([NH:26][C:27]3[CH:28]=[C:29]([CH:33]=[C:34]([O:36][CH3:37])[CH:35]=3)[C:30](O)=[O:31])[CH:21]=2)=[CH:11][CH:10]=1)=[O:7])([CH3:4])([CH3:3])[CH3:2].[CH3:38][N:39]1[CH2:44][CH2:43][N:42]([CH2:45][CH2:46][NH2:47])[CH2:41][CH2:40]1.CCN(C(C)C)C(C)C.CN(C(ON1N=NC2C=CC=NC1=2)=[N+](C)C)C.F[P-](F)(F)(F)(F)F.